From a dataset of Forward reaction prediction with 1.9M reactions from USPTO patents (1976-2016). Predict the product of the given reaction. (1) Given the reactants [H-].[Na+].[I-].[CH3:4][S+](C)C.[Cl:8][C:9]1[CH:14]=[C:13]([O:15][C:16]2[CH:21]=[CH:20][C:19]([Cl:22])=[CH:18][CH:17]=2)[CH:12]=[CH:11][C:10]=1[C:23](=[O:26])[CH2:24][CH3:25], predict the reaction product. The product is: [Cl:8][C:9]1[CH:14]=[C:13]([O:15][C:16]2[CH:21]=[CH:20][C:19]([Cl:22])=[CH:18][CH:17]=2)[CH:12]=[CH:11][C:10]=1[C:23]1([CH2:24][CH3:25])[CH2:4][O:26]1. (2) Given the reactants Cl.[CH3:2][O:3][C:4]([C:7]1[N:11]([CH2:12][CH:13]2[CH2:18][CH2:17][O:16][CH2:15][CH2:14]2)[C:10]2[CH:19]=[CH:20][C:21]([NH:23][CH3:24])=[CH:22][C:9]=2[N:8]=1)([CH3:6])[CH3:5].[N+:25]([C:28]1[CH:33]=[CH:32][C:31]([S:34](Cl)(=[O:36])=[O:35])=[CH:30][CH:29]=1)([O-:27])=[O:26], predict the reaction product. The product is: [CH3:2][O:3][C:4]([C:7]1[N:11]([CH2:12][CH:13]2[CH2:18][CH2:17][O:16][CH2:15][CH2:14]2)[C:10]2[CH:19]=[CH:20][C:21]([N:23]([CH3:24])[S:34]([C:31]3[CH:30]=[CH:29][C:28]([N+:25]([O-:27])=[O:26])=[CH:33][CH:32]=3)(=[O:35])=[O:36])=[CH:22][C:9]=2[N:8]=1)([CH3:6])[CH3:5].